Dataset: Full USPTO retrosynthesis dataset with 1.9M reactions from patents (1976-2016). Task: Predict the reactants needed to synthesize the given product. (1) Given the product [CH3:1][C:2]([C@@H:4]([C@@H:6]([C@@H:8]([CH2:10][OH:11])[OH:9])[OH:7])[OH:5])=[O:3].[CH3:12][C@H:13]([C@H:15]([C@H:17]([C@@H:19]([CH2:21][OH:22])[OH:20])[OH:18])[OH:16])[OH:14], predict the reactants needed to synthesize it. The reactants are: [CH3:1][C@@H:2]([C@@H:4]([C@@H:6]([C@@H:8]([CH2:10][OH:11])[OH:9])[OH:7])[OH:5])[OH:3].[CH3:12][C:13]([C@@H:15]([C@@H:17]([C@@H:19]([CH2:21][OH:22])[OH:20])[OH:18])[OH:16])=[O:14]. (2) Given the product [CH3:52][O:51][C:33]1[C:3]([CH2:9][C:10]2[S:14][C:13]([NH:15][C:23](=[O:24])[CH:22]([C:16]3[CH:21]=[CH:20][CH:19]=[CH:18][CH:17]=3)[CH2:26][CH3:27])=[N:12][CH:11]=2)=[CH:8][CH:7]=[CH:6][N:30]=1, predict the reactants needed to synthesize it. The reactants are: CO[C:3]1([CH2:9][C:10]2[S:14][C:13]([NH2:15])=[N:12][CH:11]=2)[CH:8]=[CH:7][CH:6]=CN1.[C:16]1([CH:22]([CH2:26][CH3:27])[C:23](O)=[O:24])[CH:21]=[CH:20][CH:19]=[CH:18][CH:17]=1.C([N:30]([CH2:33]C)CC)C.F[P-](F)(F)(F)(F)F.N1([O:51][C:52](N(C)C)=[N+](C)C)C2N=CC=CC=2N=N1. (3) Given the product [CH2:27]([N:29]([CH2:30][CH2:31][OH:32])[CH2:2][CH2:3][CH2:4][CH2:5][CH2:6][C@H:7]1[CH2:12][CH2:11][C@H:10]([NH:13][S:14]([C:17]2[CH:22]=[CH:21][C:20]([C:23]([F:26])([F:25])[F:24])=[CH:19][CH:18]=2)(=[O:16])=[O:15])[CH2:9][CH2:8]1)[CH3:28], predict the reactants needed to synthesize it. The reactants are: Br[CH2:2][CH2:3][CH2:4][CH2:5][CH2:6][C@H:7]1[CH2:12][CH2:11][C@H:10]([NH:13][S:14]([C:17]2[CH:22]=[CH:21][C:20]([C:23]([F:26])([F:25])[F:24])=[CH:19][CH:18]=2)(=[O:16])=[O:15])[CH2:9][CH2:8]1.[CH2:27]([NH:29][CH2:30][CH2:31][OH:32])[CH3:28].C([O-])(O)=O.[Na+].